This data is from Cav3 T-type calcium channel HTS with 100,875 compounds. The task is: Binary Classification. Given a drug SMILES string, predict its activity (active/inactive) in a high-throughput screening assay against a specified biological target. (1) The molecule is s1c(NC(=O)c2ccc(N3C(=O)C4C(C5CC4C=C5)C3=O)cc2)nnc1C(F)(F)F. The result is 0 (inactive). (2) The compound is Brc1cc(c(OCc2ccc(cc2)C)cc1)/C=N\O. The result is 0 (inactive).